Predict which catalyst facilitates the given reaction. From a dataset of Catalyst prediction with 721,799 reactions and 888 catalyst types from USPTO. (1) Reactant: Br[C:2]1[CH:3]=[C:4]2[C:9](=[CH:10][CH:11]=1)[CH:8]=[C:7]([C:12]1[NH:16][C:15]([C@@H:17]3[CH2:21][C@H:20]([OH:22])[CH2:19][N:18]3[C:23](=[O:33])[C@@H:24]([NH:28][C:29](=[O:32])[O:30][CH3:31])[CH:25]([CH3:27])[CH3:26])=[N:14][CH:13]=1)[CH:6]=[CH:5]2.CC1(C)C(C)(C)OB([C:42]2[CH:47]=[CH:46][C:45]([C:48]3[NH:52][C:51]([C@@H:53]4[CH2:57][CH2:56][CH2:55][N:54]4[C:58]([O:60][C:61]([CH3:64])([CH3:63])[CH3:62])=[O:59])=[N:50][CH:49]=3)=[CH:44][CH:43]=2)O1.C([O-])([O-])=O.[K+].[K+]. Product: [OH:22][C@@H:20]1[CH2:19][N:18]([C:23](=[O:33])[C@@H:24]([NH:28][C:29]([O:30][CH3:31])=[O:32])[CH:25]([CH3:26])[CH3:27])[C@H:17]([C:15]2[NH:16][C:12]([C:7]3[CH:8]=[C:9]4[C:4](=[CH:5][CH:6]=3)[CH:3]=[C:2]([C:42]3[CH:43]=[CH:44][C:45]([C:48]5[NH:52][C:51]([C@@H:53]6[CH2:57][CH2:56][CH2:55][N:54]6[C:58]([O:60][C:61]([CH3:64])([CH3:63])[CH3:62])=[O:59])=[N:50][CH:49]=5)=[CH:46][CH:47]=3)[CH:11]=[CH:10]4)=[CH:13][N:14]=2)[CH2:21]1. The catalyst class is: 104. (2) Reactant: [CH3:1]/[C:2](/[Mg]Br)=[CH:3]\[CH3:4].[Br:7][C:8]1[CH:9]=[C:10]([N+:15]([O-])=O)[C:11]([Cl:14])=[N:12][CH:13]=1. Product: [Br:7][C:8]1[CH:13]=[N:12][C:11]([Cl:14])=[C:10]2[NH:15][C:2]([CH3:1])=[C:3]([CH3:4])[C:9]=12. The catalyst class is: 7.